Dataset: Full USPTO retrosynthesis dataset with 1.9M reactions from patents (1976-2016). Task: Predict the reactants needed to synthesize the given product. (1) Given the product [Cl:14][C:13]1[CH:12]=[C:11]([Cl:15])[C:7]([C:8]([OH:10])=[O:9])=[C:6]([N+:16]([O-:18])=[O:17])[C:5]=1[OH:19], predict the reactants needed to synthesize it. The reactants are: C(N[C:5]1[C:6]([N+:16]([O-:18])=[O:17])=[C:7]([C:11]([Cl:15])=[CH:12][C:13]=1[Cl:14])[C:8]([OH:10])=[O:9])(=O)C.[OH-:19].[K+].Cl. (2) Given the product [ClH:36].[NH2:7][CH:8]1[C:14](=[O:15])[N:13]([CH2:16][CH2:17][O:18][CH2:19][C:20]2[CH:25]=[CH:24][CH:23]=[CH:22][CH:21]=2)[C:12]2[CH:26]=[CH:27][CH:28]=[CH:29][C:11]=2[N:10]([CH2:30][C:31]([F:34])([F:33])[F:32])[CH2:9]1, predict the reactants needed to synthesize it. The reactants are: C(OC(=O)[NH:7][CH:8]1[C:14](=[O:15])[N:13]([CH2:16][CH2:17][O:18][CH2:19][C:20]2[CH:25]=[CH:24][CH:23]=[CH:22][CH:21]=2)[C:12]2[CH:26]=[CH:27][CH:28]=[CH:29][C:11]=2[N:10]([CH2:30][C:31]([F:34])([F:33])[F:32])[CH2:9]1)(C)(C)C.[ClH:36]. (3) Given the product [Br:11][C:12]1[CH:13]=[N:14][CH:15]=[C:16]([CH2:18][O:8][CH2:7][CH2:6][CH2:5][S:2]([CH3:1])(=[O:4])=[O:3])[CH:17]=1, predict the reactants needed to synthesize it. The reactants are: [CH3:1][S:2]([CH2:5][CH2:6][CH2:7][OH:8])(=[O:4])=[O:3].[H-].[Na+].[Br:11][C:12]1[CH:13]=[N:14][CH:15]=[C:16]([CH2:18]Br)[CH:17]=1.[NH4+].[Cl-]. (4) Given the product [O:1]([C:8]1[CH:9]=[N:10][C:11]2[C:16]([C:17]=1[C:27]1[CH:32]=[CH:31][CH:30]=[CH:29][CH:28]=1)=[CH:15][CH:14]=[CH:13][C:12]=2[C:19]([F:22])([F:21])[F:20])[C:2]1[CH:7]=[CH:6][CH:5]=[CH:4][CH:3]=1, predict the reactants needed to synthesize it. The reactants are: [O:1]([C:8]1[CH:9]=[N:10][C:11]2[C:16]([C:17]=1O)=[CH:15][CH:14]=[CH:13][C:12]=2[C:19]([F:22])([F:21])[F:20])[C:2]1[CH:7]=[CH:6][CH:5]=[CH:4][CH:3]=1.BrC1C=N[C:27]2[C:32](C=1O)=[CH:31][CH:30]=[CH:29][C:28]=2C(F)(F)F.[O-]C1C=CC=CC=1.[K+].Cl. (5) Given the product [CH:17]1([N:21]2[C:10](=[O:12])[C:9]([NH:8][C:6](=[O:7])[O:5][C:1]([CH3:2])([CH3:3])[CH3:4])=[C:14]([CH3:15])[N:22]2[CH3:23])[CH2:20][CH2:19][CH2:18]1, predict the reactants needed to synthesize it. The reactants are: [C:1]([O:5][C:6]([NH:8][C@@H:9]([C:14](=O)[CH3:15])[C:10]([O:12]C)=O)=[O:7])([CH3:4])([CH3:3])[CH3:2].[CH:17]1([NH:21][NH:22][CH3:23])[CH2:20][CH2:19][CH2:18]1.C([O-])(=O)C.[Na+]. (6) Given the product [CH:10]([C:7]1[CH:8]=[CH:9][C:2]([O:20][C:17]2[CH:18]=[N:19][C:14]([C:13]([F:22])([F:12])[F:21])=[CH:15][CH:16]=2)=[C:3]([CH:6]=1)[C:4]#[N:5])=[O:11], predict the reactants needed to synthesize it. The reactants are: F[C:2]1[CH:9]=[CH:8][C:7]([CH:10]=[O:11])=[CH:6][C:3]=1[C:4]#[N:5].[F:12][C:13]([F:22])([F:21])[C:14]1[N:19]=[CH:18][C:17]([OH:20])=[CH:16][CH:15]=1. (7) Given the product [Cl:28][C:25]1[CH:26]=[CH:27][C:22]([C:19]2[S:20][CH:21]=[C:17]([CH2:16][O:15][C:9]3[C:10]4[O:14][CH:13]=[CH:12][C:11]=4[C:6]([CH2:5][CH:4]([O:29][CH2:30][CH3:31])[C:3]([OH:32])=[O:2])=[CH:7][CH:8]=3)[N:18]=2)=[CH:23][CH:24]=1, predict the reactants needed to synthesize it. The reactants are: C[O:2][C:3](=[O:32])[CH:4]([O:29][CH2:30][CH3:31])[CH2:5][C:6]1[C:11]2[CH:12]=[CH:13][O:14][C:10]=2[C:9]([O:15][CH2:16][C:17]2[N:18]=[C:19]([C:22]3[CH:27]=[CH:26][C:25]([Cl:28])=[CH:24][CH:23]=3)[S:20][CH:21]=2)=[CH:8][CH:7]=1.[Li+].[OH-]. (8) The reactants are: [Br:1][C:2]1[CH:11]=[CH:10][C:5]([C:6](=[NH:9])[NH:7][OH:8])=[CH:4][CH:3]=1.ONC(C1C2C=CNC=2C=CC=1)=N.[CH2:25]([O:27][C:28]1[CH:29]=[C:30]([CH:34]=[CH:35][C:36]=1[O:37][CH2:38][CH3:39])[C:31](O)=O)[CH3:26].C(OC1C=C(C=CC=1OCCC)C(O)=O)CC. Given the product [Br:1][C:2]1[CH:11]=[CH:10][C:5]([C:6]2[N:9]=[C:31]([C:30]3[CH:34]=[CH:35][C:36]([O:37][CH2:38][CH3:39])=[C:28]([O:27][CH2:25][CH3:26])[CH:29]=3)[O:8][N:7]=2)=[CH:4][CH:3]=1, predict the reactants needed to synthesize it. (9) Given the product [CH2:6]1[C:10]2=[C:11]([CH:20]=[O:21])[C:12]3[CH:13]=[N:14][CH:15]=[CH:16][C:17]=3[N:9]2[CH2:8][CH2:7]1, predict the reactants needed to synthesize it. The reactants are: P(Cl)(Cl)(Cl)=O.[CH2:6]1[C:10]2=[CH:11][C:12]3[CH:13]=[N:14][CH:15]=[CH:16][C:17]=3[N:9]2[CH2:8][CH2:7]1.CN(C)[CH:20]=[O:21].